This data is from Forward reaction prediction with 1.9M reactions from USPTO patents (1976-2016). The task is: Predict the product of the given reaction. (1) Given the reactants [OH-:1].[Na+].[C:3]([O:7][C:8](=[O:23])[CH2:9][CH2:10][C:11]([NH:13][CH2:14][C:15]1[CH:20]=[CH:19][CH:18]=[C:17]([CH:21]=O)[CH:16]=1)=[O:12])([CH3:6])([CH3:5])[CH3:4].Cl.[NH2:25]O.S([O-])(O)(=O)=O.[Na+], predict the reaction product. The product is: [C:3]([O:7][C:8](=[O:23])[CH2:9][CH2:10][C:11]([NH:13][CH2:14][C:15]1[CH:20]=[CH:19][CH:18]=[C:17]([CH:21]=[N:25][OH:1])[CH:16]=1)=[O:12])([CH3:6])([CH3:5])[CH3:4]. (2) The product is: [Cl:1][C:2]1[CH:7]=[CH:6][C:5]([C:8]2[C:9](=[O:22])[N:10]([CH2:18][C:19]([NH:33][C:32]3[CH:34]=[CH:35][CH:36]=[C:37]([F:38])[C:31]=3[F:30])=[O:20])[C:11]3([CH2:17][CH2:16][CH2:15][CH2:14][CH2:13]3)[N:12]=2)=[CH:4][CH:3]=1. Given the reactants [Cl:1][C:2]1[CH:7]=[CH:6][C:5]([C:8]2[C:9](=[O:22])[N:10]([CH2:18][C:19](Cl)=[O:20])[C:11]3([CH2:17][CH2:16][CH2:15][CH2:14][CH2:13]3)[N:12]=2)=[CH:4][CH:3]=1.C(N(CC)CC)C.[F:30][C:31]1[C:37]([F:38])=[CH:36][CH:35]=[CH:34][C:32]=1[NH2:33], predict the reaction product.